This data is from Catalyst prediction with 721,799 reactions and 888 catalyst types from USPTO. The task is: Predict which catalyst facilitates the given reaction. (1) Reactant: [N+:1]([C:4]1[CH:5]=[C:6]([NH2:11])[C:7]([NH2:10])=[CH:8][CH:9]=1)([O-:3])=[O:2].[CH2:12]([O:14][C:15]1[CH:20]=[CH:19][C:18]([CH2:21][C:22](O)=[O:23])=[CH:17][CH:16]=1)[CH3:13].C(OC1C=CC2C(=CC=CC=2)N1C(OCC)=O)C. Product: [NH2:10][C:7]1[CH:8]=[CH:9][C:4]([N+:1]([O-:3])=[O:2])=[CH:5][C:6]=1[NH:11][C:22](=[O:23])[CH2:21][C:18]1[CH:19]=[CH:20][C:15]([O:14][CH2:12][CH3:13])=[CH:16][CH:17]=1. The catalyst class is: 9. (2) Reactant: [C:1]([C:5]1[CH:10]=[CH:9][C:8](B(O)O)=[CH:7][CH:6]=1)([CH3:4])([CH3:3])[CH3:2].[N-:14]=[N+:15]=[N-:16].[Na+]. Product: [C:1]([C:5]1[CH:10]=[CH:9][C:8]([N:14]=[N+:15]=[N-:16])=[CH:7][CH:6]=1)([CH3:4])([CH3:3])[CH3:2]. The catalyst class is: 5. (3) Reactant: Cl[C:2]1[N:7]([C:8]2[CH:13]=[CH:12][CH:11]=[C:10]([C:14]([F:17])([F:16])[F:15])[CH:9]=2)[C:6](=[O:18])[N:5]([CH3:19])[C:4](=[O:20])[CH:3]=1.[CH3:21][NH:22][CH3:23]. Product: [CH3:21][N:22]([CH3:23])[C:2]1[N:7]([C:8]2[CH:13]=[CH:12][CH:11]=[C:10]([C:14]([F:17])([F:16])[F:15])[CH:9]=2)[C:6](=[O:18])[N:5]([CH3:19])[C:4](=[O:20])[CH:3]=1. The catalyst class is: 32. (4) Reactant: [C:1]([C:4]1[C:12]2[C:7](=[CH:8][CH:9]=[C:10]([Br:13])[CH:11]=2)[NH:6][CH:5]=1)(=[O:3])[CH3:2].[CH2:14]([O:16][C:17](=[O:31])[CH2:18][O:19][C:20]1[CH:25]=[CH:24][C:23]([S:26](Cl)(=[O:28])=[O:27])=[CH:22][C:21]=1[CH3:30])[CH3:15].C(=O)([O-])[O-].[K+].[K+]. Product: [CH2:14]([O:16][C:17](=[O:31])[CH2:18][O:19][C:20]1[CH:25]=[CH:24][C:23]([S:26]([N:6]2[C:7]3[C:12](=[CH:11][C:10]([Br:13])=[CH:9][CH:8]=3)[C:4]([C:1](=[O:3])[CH3:2])=[CH:5]2)(=[O:27])=[O:28])=[CH:22][C:21]=1[CH3:30])[CH3:15]. The catalyst class is: 131. (5) Reactant: [OH:1][C:2]([C:5]([OH:8])([CH3:7])[CH3:6])([CH3:4])[CH3:3].[C:9]1([CH2:15][O:16][C:17]2[CH:22]=[CH:21][C:20]([C:23]([F:26])([F:25])[F:24])=[CH:19][C:18]=2[B:27](O)O)[CH:14]=[CH:13][CH:12]=[CH:11][CH:10]=1. Product: [CH3:3][C:2]1([CH3:4])[C:5]([CH3:7])([CH3:6])[O:8][B:27]([C:18]2[CH:19]=[C:20]([C:23]([F:26])([F:25])[F:24])[CH:21]=[CH:22][C:17]=2[O:16][CH2:15][C:9]2[CH:10]=[CH:11][CH:12]=[CH:13][CH:14]=2)[O:1]1. The catalyst class is: 28. (6) Product: [CH3:1][O:2][C:3]1[CH:8]=[C:7]([N+:9]([O-:11])=[O:10])[CH:6]=[CH:5][C:4]=1[NH:12][C:13]([NH:15][C:16]1[CH:21]=[CH:20][CH:19]=[CH:18][CH:17]=1)=[O:14]. Reactant: [CH3:1][O:2][C:3]1[CH:8]=[C:7]([N+:9]([O-:11])=[O:10])[CH:6]=[CH:5][C:4]=1[N:12]=[C:13]=[O:14].[NH2:15][C:16]1[CH:21]=[CH:20][CH:19]=[CH:18][CH:17]=1. The catalyst class is: 11.